From a dataset of Forward reaction prediction with 1.9M reactions from USPTO patents (1976-2016). Predict the product of the given reaction. (1) The product is: [F:1][C:2]1[CH:24]=[C:23]([F:25])[CH:22]=[CH:21][C:3]=1[CH2:4][N:5]1[C:9]([CH2:10][CH2:11][C:12]([OH:14])=[O:13])=[CH:8][C:7]([O:17][CH:18]([CH3:19])[CH3:20])=[N:6]1. Given the reactants [F:1][C:2]1[CH:24]=[C:23]([F:25])[CH:22]=[CH:21][C:3]=1[CH2:4][N:5]1[C:9]([CH2:10][CH2:11][C:12]([O:14]CC)=[O:13])=[CH:8][C:7]([O:17][CH:18]([CH3:20])[CH3:19])=[N:6]1.[OH-].[Na+].O1CCCC1.Cl, predict the reaction product. (2) Given the reactants O1CCCC1.[CH:6]1([O:11][C:12]2[CH:17]=[CH:16][C:15]([CH2:18][C:19](Cl)=[N:20][OH:21])=[CH:14][CH:13]=2)[CH2:10][CH2:9][CH2:8][CH2:7]1.[C:23]([C:25]1[C:26]([NH2:31])=[N:27][CH:28]=[CH:29][CH:30]=1)#[CH:24].C(N(CC)CC)C, predict the reaction product. The product is: [CH:6]1([O:11][C:12]2[CH:17]=[CH:16][C:15]([CH2:18][C:19]3[CH:24]=[C:23]([C:25]4[C:26]([NH2:31])=[N:27][CH:28]=[CH:29][CH:30]=4)[O:21][N:20]=3)=[CH:14][CH:13]=2)[CH2:10][CH2:9][CH2:8][CH2:7]1. (3) Given the reactants CC(C)[C@@H](N1CC2C(=CC(C3C=CC(NC(NC4C=CC=C(C(F)(F)F)C=4)=O)=CC=3)=CC=2)C1=O)C(O)=O.[O:38]=[C:39]1[C:47]2[C:42](=[CH:43][CH:44]=[C:45]([C:48]3[CH:53]=[CH:52][C:51]([NH:54][C:55]([NH:57][C:58]4[CH:63]=[CH:62][CH:61]=[C:60]([C:64]([F:67])([F:66])[F:65])[CH:59]=4)=[O:56])=[CH:50][CH:49]=3)[CH:46]=2)[CH2:41][N:40]1[C@@H:68]([C:73]1[CH:78]=[CH:77][CH:76]=[CH:75][CH:74]=1)[C:69]([O:71]C)=[O:70], predict the reaction product. The product is: [O:38]=[C:39]1[C:47]2[C:42](=[CH:43][CH:44]=[C:45]([C:48]3[CH:49]=[CH:50][C:51]([NH:54][C:55]([NH:57][C:58]4[CH:63]=[CH:62][CH:61]=[C:60]([C:64]([F:66])([F:65])[F:67])[CH:59]=4)=[O:56])=[CH:52][CH:53]=3)[CH:46]=2)[CH2:41][N:40]1[C@@H:68]([C:73]1[CH:74]=[CH:75][CH:76]=[CH:77][CH:78]=1)[C:69]([OH:71])=[O:70]. (4) Given the reactants [N:1]1[C:11]2[C:6](=[CH:7][CH:8]=[CH:9][CH:10]=2)[C:4]([CH3:5])=[CH:3][CH:2]=1.[Br:12][CH2:13][CH2:14][CH2:15][OH:16], predict the reaction product. The product is: [Br-:12].[OH:16][CH2:15][CH2:14][CH2:13][N+:1]1[C:11]2[C:6](=[CH:7][CH:8]=[CH:9][CH:10]=2)[C:4]([CH3:5])=[CH:3][CH:2]=1. (5) Given the reactants [Cl-].O[NH3+:3].[C:4](=[O:7])([O-])[OH:5].[Na+].CS(C)=O.[O:13]1[C:17]2[CH:18]=[CH:19][C:20]([C:22]3[C:27](=[O:28])[N:26]([CH2:29][C:30]4[CH:35]=[CH:34][C:33]([C:36]5[C:37]([C:42]#[N:43])=[CH:38][CH:39]=[CH:40][CH:41]=5)=[CH:32][CH:31]=4)[C:25]([CH2:44][CH2:45][CH3:46])=[N:24][C:23]=3[CH2:47][CH3:48])=[CH:21][C:16]=2[CH2:15][CH2:14]1, predict the reaction product. The product is: [O:13]1[C:17]2[CH:18]=[CH:19][C:20]([C:22]3[C:27](=[O:28])[N:26]([CH2:29][C:30]4[CH:35]=[CH:34][C:33]([C:36]5[CH:41]=[CH:40][CH:39]=[CH:38][C:37]=5[C:42]5[NH:3][C:4](=[O:7])[O:5][N:43]=5)=[CH:32][CH:31]=4)[C:25]([CH2:44][CH2:45][CH3:46])=[N:24][C:23]=3[CH2:47][CH3:48])=[CH:21][C:16]=2[CH2:15][CH2:14]1. (6) Given the reactants C[C:2]1[C:3]([NH:12][C@H:13]2[CH2:17][CH2:16][CH2:15][C@@H:14]2[NH:18]C(=O)OC(C)(C)C)=[N:4][CH:5]=[C:6]([C:8]([F:11])([F:10])[F:9])[N:7]=1.[ClH:26].O1CCOC[CH2:28]1, predict the reaction product. The product is: [ClH:26].[CH3:28][N:12]([C:3]1[CH:2]=[N:7][C:6]([C:8]([F:9])([F:10])[F:11])=[CH:5][N:4]=1)[C@H:13]1[CH2:17][CH2:16][CH2:15][C@@H:14]1[NH2:18]. (7) Given the reactants [NH2:1][CH:2]([CH:6]([CH3:11])[C:7]([F:10])([F:9])[F:8])[C:3](O)=[O:4].[H-].[Li+].[Al+3].[H-].[H-].[H-], predict the reaction product. The product is: [NH2:1][CH:2]([CH:6]([CH3:11])[C:7]([F:10])([F:9])[F:8])[CH2:3][OH:4].